From a dataset of Forward reaction prediction with 1.9M reactions from USPTO patents (1976-2016). Predict the product of the given reaction. Given the reactants [Br:1][C:2]1[CH:14]=[C:13]2[C:5]([C:6]3[C:7](=O)[C:8]4[CH:20]=[CH:19][C:18]([O:21][CH3:22])=[CH:17][C:9]=4[C:10]([CH3:16])([CH3:15])[C:11]=3[NH:12]2)=[CH:4][CH:3]=1.[Br:24]C1C=C2C(=CC=1OC)C(C)(C)C(=O)CC2, predict the reaction product. The product is: [Br:1][C:2]1[CH:3]=[CH:4][CH:5]=[C:13]2[C:14]=1[C:6]1[CH2:7][C:8]3[CH:20]=[C:19]([Br:24])[C:18]([O:21][CH3:22])=[CH:17][C:9]=3[C:10]([CH3:15])([CH3:16])[C:11]=1[NH:12]2.